From a dataset of Forward reaction prediction with 1.9M reactions from USPTO patents (1976-2016). Predict the product of the given reaction. (1) Given the reactants [F:1][C:2]1[CH:3]=[C:4]([CH2:9][C:10]([C:12]2[CH:17]=[CH:16][CH:15]=[CH:14][C:13]=2[OH:18])=[O:11])[CH:5]=[C:6]([F:8])[CH:7]=1.[C:19](OC(=O)CC)(=O)[CH2:20][CH3:21].Cl, predict the reaction product. The product is: [F:1][C:2]1[CH:3]=[C:4]([C:9]2[C:10](=[O:11])[C:12]3[C:13](=[CH:14][CH:15]=[CH:16][CH:17]=3)[O:18][C:19]=2[CH2:20][CH3:21])[CH:5]=[C:6]([F:8])[CH:7]=1. (2) Given the reactants [F:1][C:2]1[CH:21]=[CH:20][C:5]([O:6][C:7]2[C:8]([C:17]([OH:19])=O)=[N:9][C:10]3[C:15]([N:16]=2)=[CH:14][CH:13]=[CH:12][CH:11]=3)=[CH:4][CH:3]=1.[NH2:22][C:23]1[CH:24]=[C:25]([S:29]([NH2:32])(=[O:31])=[O:30])[CH:26]=[CH:27][CH:28]=1.CN(C(ON1N=NC2C=CC=NC1=2)=[N+](C)C)C.F[P-](F)(F)(F)(F)F.CN1CCOCC1, predict the reaction product. The product is: [F:1][C:2]1[CH:3]=[CH:4][C:5]([O:6][C:7]2[C:8]([C:17]([NH:22][C:23]3[CH:28]=[CH:27][CH:26]=[C:25]([S:29](=[O:31])(=[O:30])[NH2:32])[CH:24]=3)=[O:19])=[N:9][C:10]3[C:15]([N:16]=2)=[CH:14][CH:13]=[CH:12][CH:11]=3)=[CH:20][CH:21]=1. (3) Given the reactants [N:1]([CH:4]([C:6]1[N:7]=[C:8]2[S:16][CH:15]=[C:14]([C:17]([F:20])([F:19])[F:18])[N:9]2[C:10](=[O:13])[C:11]=1Br)[CH3:5])=[N+:2]=[N-:3].[F:21][C:22]1[CH:23]=[C:24](B(O)O)[CH:25]=[CH:26][CH:27]=1, predict the reaction product. The product is: [N:1]([CH:4]([C:6]1[N:7]=[C:8]2[S:16][CH:15]=[C:14]([C:17]([F:20])([F:19])[F:18])[N:9]2[C:10](=[O:13])[C:11]=1[C:26]1[CH:25]=[CH:24][CH:23]=[C:22]([F:21])[CH:27]=1)[CH3:5])=[N+:2]=[N-:3]. (4) Given the reactants [P:1]([O:8][CH2:9][CH3:10])([O:5][CH2:6][CH3:7])[O:2]CC.Cl[CH2:12]/[CH:13]=[C:14](\[CH3:21])/[CH2:15][CH2:16][CH:17]=[C:18]([CH3:20])[CH3:19], predict the reaction product. The product is: [CH3:21]/[C:14](/[CH2:15][CH2:16][CH:17]=[C:18]([CH3:20])[CH3:19])=[CH:13]\[CH2:12][P:1](=[O:2])([O:5][CH2:6][CH3:7])[O:8][CH2:9][CH3:10].